Predict which catalyst facilitates the given reaction. From a dataset of Catalyst prediction with 721,799 reactions and 888 catalyst types from USPTO. (1) Reactant: [NH2:1][C:2]1[CH:10]=[CH:9][C:5]([C:6]([OH:8])=O)=[CH:4][CH:3]=1.O.ON1[C:17]2C=CC=C[C:16]=2N=N1.Cl.C(N=C=NCCCN(C)C)C.Cl.C([CH:37]([CH2:41][NH2:42])[C:38]([OH:40])=[O:39])C.C(N(C(C)C)CC)(C)C. Product: [CH2:16]([O:40][C:38](=[O:39])[CH2:37][CH2:41][NH:42][C:6](=[O:8])[C:5]1[CH:4]=[CH:3][C:2]([NH2:1])=[CH:10][CH:9]=1)[CH3:17]. The catalyst class is: 266. (2) Reactant: [Br:1][C:2]1[C:3](=[O:27])[N:4]([CH2:18][C:19]2[CH:24]=[CH:23][C:22]([CH2:25]Cl)=[CH:21][CH:20]=2)[CH:5]=[CH:6][C:7]=1[O:8][CH2:9][C:10]1[CH:15]=[CH:14][C:13]([F:16])=[CH:12][C:11]=1[F:17].[CH3:28][NH:29][CH3:30]. Product: [Br:1][C:2]1[C:3](=[O:27])[N:4]([CH2:18][C:19]2[CH:24]=[CH:23][C:22]([CH2:25][N:29]([CH3:30])[CH3:28])=[CH:21][CH:20]=2)[CH:5]=[CH:6][C:7]=1[O:8][CH2:9][C:10]1[CH:15]=[CH:14][C:13]([F:16])=[CH:12][C:11]=1[F:17]. The catalyst class is: 1. (3) Reactant: [OH:1][CH2:2][CH2:3][N:4]([CH3:12])[C:5](=[O:11])[O:6][C:7]([CH3:10])([CH3:9])[CH3:8].CC(OI1(OC(C)=O)(OC(C)=O)OC(=O)C2C=CC=CC1=2)=O.C([O-])(O)=O.[Na+].[O-]S([O-])(=S)=O.[Na+].[Na+]. Product: [CH3:12][N:4]([CH2:3][CH:2]=[O:1])[C:5](=[O:11])[O:6][C:7]([CH3:10])([CH3:8])[CH3:9]. The catalyst class is: 2. (4) Reactant: [F:1][CH:2]([C:4]1[CH:9]=[CH:8][C:7]([C:10]2[C:14]([C:15](OCC)=[O:16])=[C:13]([C:20]([F:23])([F:22])[F:21])[S:12][N:11]=2)=[CH:6][CH:5]=1)[CH3:3].[H-].[H-].[H-].[H-].[Li+].[Al+3]. Product: [F:1][CH:2]([C:4]1[CH:9]=[CH:8][C:7]([C:10]2[C:14]([CH2:15][OH:16])=[C:13]([C:20]([F:23])([F:22])[F:21])[S:12][N:11]=2)=[CH:6][CH:5]=1)[CH3:3]. The catalyst class is: 7. (5) Reactant: [Cl:1][C:2]1[CH:7]=[CH:6][C:5]([C@H:8]2[C@@H:12]([C:13]3[CH:18]=[CH:17][C:16]([Cl:19])=[CH:15][CH:14]=3)[NH:11][C:10](=[S:20])[NH:9]2)=[CH:4][CH:3]=1.[CH3:21][I:22]. Product: [IH:22].[Cl:19][C:16]1[CH:17]=[CH:18][C:13]([C@H:12]2[C@@H:8]([C:5]3[CH:4]=[CH:3][C:2]([Cl:1])=[CH:7][CH:6]=3)[NH:9][C:10]([S:20][CH3:21])=[N:11]2)=[CH:14][CH:15]=1. The catalyst class is: 14.